This data is from Reaction yield outcomes from USPTO patents with 853,638 reactions. The task is: Predict the reaction yield, written as a fraction of the theoretical maximum amount of product (1.0 means a 100% yield; for example, 0.34 means a 34% yield). (1) The reactants are Cl.Cl.[CH2:3]([N:5]1[CH2:10][CH2:9][CH2:8][CH:7]([CH2:11][C:12]2([OH:18])[CH2:17][CH2:16][NH:15][CH2:14][CH2:13]2)[CH2:6]1)[CH3:4].C(N(C(C)C)CC)(C)C.CN(C)C=O.[Cl:33][C:34]1[CH:35]=[C:36]([N:41]=[C:42]=[O:43])[CH:37]=[CH:38][C:39]=1[Cl:40]. The catalyst is ClCCl. The product is [Cl:33][C:34]1[CH:35]=[C:36]([NH:41][C:42]([N:15]2[CH2:14][CH2:13][C:12]([CH2:11][CH:7]3[CH2:8][CH2:9][CH2:10][N:5]([CH2:3][CH3:4])[CH2:6]3)([OH:18])[CH2:17][CH2:16]2)=[O:43])[CH:37]=[CH:38][C:39]=1[Cl:40]. The yield is 1.00. (2) The reactants are [Si:1]([O:8][CH:9]1[CH2:18][C:17]2[C:16]([NH2:19])=[CH:15][CH:14]=[CH:13][C:12]=2[CH2:11][CH2:10]1)([C:4]([CH3:7])([CH3:6])[CH3:5])([CH3:3])[CH3:2].C1C=C(O[C:27](OC2N=CC=CC=2)=[S:28])N=CC=1. The catalyst is ClCCl. The product is [C:4]([Si:1]([O:8][CH:9]1[CH2:10][CH2:11][C:12]2[C:17](=[C:16]([N:19]=[C:27]=[S:28])[CH:15]=[CH:14][CH:13]=2)[CH2:18]1)([CH3:3])[CH3:2])([CH3:7])([CH3:6])[CH3:5]. The yield is 0.720. (3) The reactants are Br[C:2]1[C:7](=[O:8])[N:6]([CH2:9][C:10]2[CH:15]=[CH:14][C:13]([C:16]3[C:17]([C:22]#[N:23])=[CH:18][CH:19]=[CH:20][CH:21]=3)=[CH:12][CH:11]=2)[C:5]([CH2:24][CH2:25][CH3:26])=[N:4][C:3]=1[CH2:27][CH3:28].[CH3:29][C:30]1[CH:35]=[CH:34][N:33]=[C:32]([OH:36])[CH:31]=1.[OH-].[K+].CS(C)=O. The catalyst is C(OCC)(=O)C. The product is [CH2:27]([C:3]1[N:4]=[C:5]([CH2:24][CH2:25][CH3:26])[N:6]([CH2:9][C:10]2[CH:15]=[CH:14][C:13]([C:16]3[C:17]([C:22]#[N:23])=[CH:18][CH:19]=[CH:20][CH:21]=3)=[CH:12][CH:11]=2)[C:7](=[O:8])[C:2]=1[O:36][C:32]1[CH:31]=[C:30]([CH3:29])[CH:35]=[CH:34][N:33]=1)[CH3:28]. The yield is 0.250. (4) The reactants are [Cl:1][C:2]1[CH:10]=[CH:9][C:5]([C:6](O)=[O:7])=[CH:4][N:3]=1.Cl.[CH3:12]OCN.C(Cl)CCl.C1C=C[C:23]2[N:28]([OH:29])N=NC=2C=1. The yield is 0.930. The product is [Cl:1][C:2]1[CH:10]=[CH:9][C:5]([C:6]([N:28]([O:29][CH3:12])[CH3:23])=[O:7])=[CH:4][N:3]=1. The catalyst is C(#N)C.